This data is from Peptide-MHC class II binding affinity with 134,281 pairs from IEDB. The task is: Regression. Given a peptide amino acid sequence and an MHC pseudo amino acid sequence, predict their binding affinity value. This is MHC class II binding data. (1) The binding affinity (normalized) is 0.791. The MHC is DRB1_1302 with pseudo-sequence DRB1_1302. The peptide sequence is GVLKNEFMSLAFDYW. (2) The peptide sequence is WFVRNPFFAVTALTI. The MHC is HLA-DQA10201-DQB10303 with pseudo-sequence HLA-DQA10201-DQB10303. The binding affinity (normalized) is 0.560. (3) The peptide sequence is VSSKRNLADAVSKAP. The MHC is HLA-DQA10301-DQB10302 with pseudo-sequence HLA-DQA10301-DQB10302. The binding affinity (normalized) is 0.126. (4) The peptide sequence is IVLASAALGPLIEGN. The MHC is DRB1_0901 with pseudo-sequence DRB1_0901. The binding affinity (normalized) is 0.834.